The task is: Predict the product of the given reaction.. This data is from Forward reaction prediction with 1.9M reactions from USPTO patents (1976-2016). (1) Given the reactants [CH2:1]([NH:3][C:4]([N:6]1[C:14]2[C:9](=[CH:10][C:11]([O:15][C:16]3[CH:21]=[CH:20][N:19]=[C:18]([NH:22][C:23](=[O:31])OC4C=CC=CC=4)[CH:17]=3)=[CH:12][CH:13]=2)[CH:8]=[CH:7]1)=[O:5])[CH3:2].[CH2:32]([O:34][CH2:35][CH2:36][NH2:37])[CH3:33], predict the reaction product. The product is: [CH2:1]([NH:3][C:4]([N:6]1[C:14]2[C:13](=[CH:12][C:11]([O:15][C:16]3[CH:21]=[CH:20][N:19]=[C:18]([NH:22][C:23]([NH:37][CH2:36][CH2:35][O:34][CH2:32][CH3:33])=[O:31])[CH:17]=3)=[CH:10][CH:9]=2)[CH:8]=[CH:7]1)=[O:5])[CH3:2]. (2) Given the reactants [CH3:1][O:2][C:3]1[CH:8]=[C:7]([N:9]2[CH2:14][CH2:13][O:12][CH2:11][CH2:10]2)[C:6]([N+:15]([O-])=O)=[CH:5][C:4]=1[NH:18][C:19]1[N:24]=[C:23]([N:25]2[CH:29]=[C:28]([CH:30]=O)[C:27]([C:32]3[CH:37]=[CH:36][C:35]([CH3:38])=[CH:34][CH:33]=3)=[N:26]2)[CH:22]=[CH:21][N:20]=1.[CH3:39][NH:40][CH3:41], predict the reaction product. The product is: [CH3:39][N:40]([CH2:30][C:28]1[C:27]([C:32]2[CH:33]=[CH:34][C:35]([CH3:38])=[CH:36][CH:37]=2)=[N:26][N:25]([C:23]2[CH:22]=[CH:21][N:20]=[C:19]([NH:18][C:4]3[C:3]([O:2][CH3:1])=[CH:8][C:7]([N:9]4[CH2:14][CH2:13][O:12][CH2:11][CH2:10]4)=[C:6]([NH:15][C:3](=[O:2])[CH:4]=[CH2:5])[CH:5]=3)[N:24]=2)[CH:29]=1)[CH3:41]. (3) Given the reactants [NH2:1][C:2]1[CH:3]=[C:4]([CH:25]=[CH:26][C:27]=1[NH2:28])[C:5]([N:7]1[CH2:12][CH2:11][C:10]2([CH2:20][C:19](=[O:21])[C:18]3[N:17]([CH:22]([CH3:24])[CH3:23])[N:16]=[CH:15][C:14]=3[CH2:13]2)[CH2:9][CH2:8]1)=[O:6].[N:29]([CH3:32])=[C:30]=[S:31], predict the reaction product. The product is: [NH2:1][C:2]1[CH:3]=[C:4]([C:5]([N:7]2[CH2:12][CH2:11][C:10]3([CH2:20][C:19](=[O:21])[C:18]4[N:17]([CH:22]([CH3:24])[CH3:23])[N:16]=[CH:15][C:14]=4[CH2:13]3)[CH2:9][CH2:8]2)=[O:6])[CH:25]=[CH:26][C:27]=1[NH:28][C:30]([NH:29][CH3:32])=[S:31]. (4) Given the reactants [CH2:1]([C:40]([O:42][CH2:43][C:44]1[CH:49]=[CH:48][CH:47]=[CH:46][CH:45]=1)=[O:41])[CH2:2][CH2:3][CH2:4][CH2:5][CH2:6][CH2:7][CH2:8][CH2:9][CH2:10][C:11]([C:33]([O:35]C(C)(C)C)=[O:34])([C:23]([O:25][CH2:26][C:27]1[CH:32]=[CH:31][CH:30]=[CH:29][CH:28]=1)=[O:24])[CH2:12][CH2:13][CH2:14][CH2:15][CH2:16][CH2:17][CH2:18][CH2:19][CH2:20][CH2:21][CH3:22].C(O)(C(F)(F)F)=O, predict the reaction product. The product is: [CH2:43]([O:42][C:40](=[O:41])[CH2:1][CH2:2][CH2:3][CH2:4][CH2:5][CH2:6][CH2:7][CH2:8][CH2:9][CH2:10][C:11]([C:23]([O:25][CH2:26][C:27]1[CH:28]=[CH:29][CH:30]=[CH:31][CH:32]=1)=[O:24])([CH2:12][CH2:13][CH2:14][CH2:15][CH2:16][CH2:17][CH2:18][CH2:19][CH2:20][CH2:21][CH3:22])[C:33]([OH:35])=[O:34])[C:44]1[CH:49]=[CH:48][CH:47]=[CH:46][CH:45]=1.